This data is from Forward reaction prediction with 1.9M reactions from USPTO patents (1976-2016). The task is: Predict the product of the given reaction. (1) Given the reactants [H-].[Na+].[S:3]1[CH2:7][C:6](=[O:8])[NH:5][C:4]1=[O:9].[Br:10][CH:11](Br)[CH3:12], predict the reaction product. The product is: [Br:10][CH2:11][CH2:12][N:5]1[C:6](=[O:8])[CH2:7][S:3][C:4]1=[O:9]. (2) Given the reactants [CH2:1]([O:8][C:9]1[CH:17]=[CH:16][CH:15]=[C:14]([O:18][CH2:19][CH2:20][CH:21]=[CH2:22])[C:10]=1[C:11](Cl)=[O:12])[C:2]1[CH:7]=[CH:6][CH:5]=[CH:4][CH:3]=1.[CH3:23][NH:24][CH3:25], predict the reaction product. The product is: [CH2:1]([O:8][C:9]1[CH:17]=[CH:16][CH:15]=[C:14]([O:18][CH2:19][CH2:20][CH:21]=[CH2:22])[C:10]=1[C:11]([N:24]([CH3:25])[CH3:23])=[O:12])[C:2]1[CH:7]=[CH:6][CH:5]=[CH:4][CH:3]=1. (3) Given the reactants [CH:1]1([CH:7]=[N:8][OH:9])[CH2:6][CH2:5][CH2:4][CH2:3][CH2:2]1.[ClH:10].OOS([O-])=O.[K+], predict the reaction product. The product is: [Cl:10][O:9][N:8]=[CH:7][CH:1]1[CH2:6][CH2:5][CH2:4][CH2:3][CH2:2]1.